From a dataset of NCI-60 drug combinations with 297,098 pairs across 59 cell lines. Regression. Given two drug SMILES strings and cell line genomic features, predict the synergy score measuring deviation from expected non-interaction effect. Drug 1: CC(C1=C(C=CC(=C1Cl)F)Cl)OC2=C(N=CC(=C2)C3=CN(N=C3)C4CCNCC4)N. Drug 2: CCC1=C2CN3C(=CC4=C(C3=O)COC(=O)C4(CC)O)C2=NC5=C1C=C(C=C5)O. Cell line: HCC-2998. Synergy scores: CSS=26.2, Synergy_ZIP=0.749, Synergy_Bliss=1.08, Synergy_Loewe=-0.832, Synergy_HSA=1.87.